The task is: Predict the product of the given reaction.. This data is from Forward reaction prediction with 1.9M reactions from USPTO patents (1976-2016). (1) Given the reactants [CH:1]([O:4][C:5]1[C:6]([C:11]([OH:13])=[O:12])=[N:7][CH:8]=[CH:9][CH:10]=1)([CH3:3])[CH3:2].S(Cl)(Cl)=O.[CH3:18]O, predict the reaction product. The product is: [CH3:18][O:12][C:11](=[O:13])[C:6]1[C:5]([O:4][CH:1]([CH3:3])[CH3:2])=[CH:10][CH:9]=[CH:8][N:7]=1. (2) Given the reactants [C:1]([O:5][C:6]([C@@H:8]([C:14]1[CH:19]=[C:18]([N+]([O-])=O)[CH:17]=[CH:16][C:15]=1[S:23][CH:24]([CH3:26])[CH3:25])[CH2:9][C:10]([O:12][CH3:13])=[O:11])=[O:7])([CH3:4])([CH3:3])[CH3:2].[H][H].Cl[C:30]([O:32][CH3:33])=[O:31], predict the reaction product. The product is: [C:1]([O:5][C:6]([C@@H:8]([C:14]1[CH:19]=[C:18]([C:30]([O:32][CH3:33])=[O:31])[CH:17]=[CH:16][C:15]=1[S:23][CH:24]([CH3:26])[CH3:25])[CH2:9][C:10]([O:12][CH3:13])=[O:11])=[O:7])([CH3:4])([CH3:3])[CH3:2]. (3) Given the reactants CC([O-])=O.[K+].Br[C:7]1[CH:12]=[CH:11][N:10]=[C:9]([C:13]([NH:15][CH3:16])=[O:14])[CH:8]=1.[Cl:17][C:18]1[CH:23]=[C:22](B2OC(C)(C)C(C)(C)O2)[CH:21]=[CH:20][C:19]=1[CH2:33][C:34]([O:36][CH3:37])=[O:35], predict the reaction product. The product is: [CH3:37][O:36][C:34](=[O:35])[CH2:33][C:19]1[CH:20]=[CH:21][C:22]([C:7]2[CH:12]=[CH:11][N:10]=[C:9]([C:13](=[O:14])[NH:15][CH3:16])[CH:8]=2)=[CH:23][C:18]=1[Cl:17]. (4) Given the reactants CC(NC(C)C)C.C([Li])CCC.CCCCCC.[F:19][C:20]([F:34])([F:33])[C:21]([NH:23][C:24]1[CH:28]=[CH:27][S:26][C:25]=1[C:29]([O:31][CH3:32])=[O:30])=[O:22].[Br:35]CCBr, predict the reaction product. The product is: [Br:35][C:27]1[S:26][C:25]([C:29]([O:31][CH3:32])=[O:30])=[C:24]([NH:23][C:21](=[O:22])[C:20]([F:19])([F:33])[F:34])[CH:28]=1. (5) Given the reactants [CH3:1][O:2][C:3](=[O:25])[CH2:4][CH2:5][C:6]([C:8](=[O:24])[N:9]([CH2:21][CH:22]=C)[CH2:10][C:11]1[CH:16]=[CH:15][C:14]([O:17][CH3:18])=[CH:13][C:12]=1[O:19][CH3:20])=C, predict the reaction product. The product is: [CH3:1][O:2][C:3](=[O:25])[CH2:4][CH2:5][C:6]1[C:8](=[O:24])[N:9]([CH2:10][C:11]2[CH:16]=[CH:15][C:14]([O:17][CH3:18])=[CH:13][C:12]=2[O:19][CH3:20])[CH2:21][CH:22]=1.